From a dataset of Catalyst prediction with 721,799 reactions and 888 catalyst types from USPTO. Predict which catalyst facilitates the given reaction. Reactant: C(C1C=NC(N2CCC(C[C:17]3[S:18][C:19]4[CH:25]=[C:24]([C:26]5[CH2:31][CH2:30][N:29](C(OC(C)(C)C)=O)[CH2:28][CH:27]=5)[CH:23]=[CH:22][C:20]=4[N:21]=3)CC2)=NC=1)CC.C(O)(C(F)(F)F)=O. Product: [NH:29]1[CH2:28][CH:27]=[C:26]([C:24]2[CH:23]=[CH:22][C:20]3[N:21]=[CH:17][S:18][C:19]=3[CH:25]=2)[CH2:31][CH2:30]1. The catalyst class is: 2.